Dataset: Full USPTO retrosynthesis dataset with 1.9M reactions from patents (1976-2016). Task: Predict the reactants needed to synthesize the given product. (1) Given the product [C:1]([O:5][C:6]([N:8]1[CH2:13][CH2:12][C:11]2[S:14][C:15]([CH2:17][NH:19][C@H:20]3[CH2:24][CH2:23][N:22]([S:25]([C:28]4[CH:37]=[CH:36][C:35]5[C:30](=[CH:31][CH:32]=[C:33]([Cl:38])[CH:34]=5)[CH:29]=4)(=[O:26])=[O:27])[CH2:21]3)=[CH:16][C:10]=2[CH2:9]1)=[O:7])([CH3:4])([CH3:3])[CH3:2], predict the reactants needed to synthesize it. The reactants are: [C:1]([O:5][C:6]([N:8]1[CH2:13][CH2:12][C:11]2[S:14][C:15]([CH:17]=O)=[CH:16][C:10]=2[CH2:9]1)=[O:7])([CH3:4])([CH3:3])[CH3:2].[NH2:19][C@H:20]1[CH2:24][CH2:23][N:22]([S:25]([C:28]2[CH:37]=[CH:36][C:35]3[C:30](=[CH:31][CH:32]=[C:33]([Cl:38])[CH:34]=3)[CH:29]=2)(=[O:27])=[O:26])[CH2:21]1. (2) Given the product [Cl:1][C:2]1[CH:3]=[CH:4][C:5]([C@@:8]2([CH3:41])[C@:12]([C:14]3[CH:19]=[CH:18][C:17]([Cl:20])=[CH:16][CH:15]=3)([CH3:13])[N:11]([C:21]([N:45]3[CH2:46][CH2:47][N:42]([CH2:48][CH2:49][OH:50])[CH2:43][CH2:44]3)=[O:22])[C:10]([C:24]3[CH:29]=[CH:28][C:27]([S:30]([N:33]4[CH2:34][CH2:35][CH2:36][CH2:37]4)(=[O:31])=[O:32])=[CH:26][C:25]=3[O:38][CH2:39][CH3:40])=[N:9]2)=[CH:6][CH:7]=1, predict the reactants needed to synthesize it. The reactants are: [Cl:1][C:2]1[CH:7]=[CH:6][C:5]([C:8]2([CH3:41])[C:12]([C:14]3[CH:19]=[CH:18][C:17]([Cl:20])=[CH:16][CH:15]=3)([CH3:13])[N:11]([C:21](Cl)=[O:22])[C:10]([C:24]3[CH:29]=[CH:28][C:27]([S:30]([N:33]4[CH2:37][CH2:36][CH2:35][CH2:34]4)(=[O:32])=[O:31])=[CH:26][C:25]=3[O:38][CH2:39][CH3:40])=[N:9]2)=[CH:4][CH:3]=1.[N:42]1([CH2:48][CH2:49][OH:50])[CH2:47][CH2:46][NH:45][CH2:44][CH2:43]1. (3) Given the product [CH2:12]([O:11][C@@H:7]1[C@@H:6]([O:19][CH2:20][C:21]2[CH:26]=[CH:25][CH:24]=[CH:23][CH:22]=2)[CH2:5][O:4][C:3](=[O:27])[C@@H:2]([NH:1][C:37](=[O:38])[C:30]2[C:29]([OH:28])=[C:34]([O:35][CH3:36])[CH:33]=[CH:32][N:31]=2)[CH2:10][O:9][CH2:8]1)[C:13]1[CH:18]=[CH:17][CH:16]=[CH:15][CH:14]=1, predict the reactants needed to synthesize it. The reactants are: [NH2:1][C@H:2]1[CH2:10][O:9][CH2:8][C@H:7]([O:11][CH2:12][C:13]2[CH:18]=[CH:17][CH:16]=[CH:15][CH:14]=2)[C@@H:6]([O:19][CH2:20][C:21]2[CH:26]=[CH:25][CH:24]=[CH:23][CH:22]=2)[CH2:5][O:4][C:3]1=[O:27].[OH:28][C:29]1[C:30]([C:37](O)=[O:38])=[N:31][CH:32]=[CH:33][C:34]=1[O:35][CH3:36].CN(C(ON1N=NC2C=CC=NC1=2)=[N+](C)C)C.F[P-](F)(F)(F)(F)F.CN1CCOCC1.